Dataset: Reaction yield outcomes from USPTO patents with 853,638 reactions. Task: Predict the reaction yield, written as a fraction of the theoretical maximum amount of product (1.0 means a 100% yield; for example, 0.34 means a 34% yield). (1) The reactants are [CH3:1][O:2][C:3]([C:5]1([CH:10]=O)[CH2:9][CH2:8][CH2:7][CH2:6]1)=[O:4].C([O-])(=O)C.[Na+].Cl.[CH2:18]([O:25][NH2:26])[C:19]1[CH:24]=[CH:23][CH:22]=[CH:21][CH:20]=1. The catalyst is CO. The product is [CH3:1][O:2][C:3]([C:5]1([CH:10]=[N:26][O:25][CH2:18][C:19]2[CH:24]=[CH:23][CH:22]=[CH:21][CH:20]=2)[CH2:6][CH2:7][CH2:8][CH2:9]1)=[O:4]. The yield is 0.440. (2) The reactants are [N:1]1([CH2:6][CH2:7][CH2:8][CH2:9][CH2:10][NH2:11])[CH2:5][CH2:4][CH2:3][CH2:2]1.[C:12](O[C:12]([O:14][C:15]([CH3:18])([CH3:17])[CH3:16])=[O:13])([O:14][C:15]([CH3:18])([CH3:17])[CH3:16])=[O:13].[OH-].[Na+]. The catalyst is ClCCl. The product is [C:15]([O:14][C:12](=[O:13])[NH:11][CH2:10][CH2:9][CH2:8][CH2:7][CH2:6][N:1]1[CH2:5][CH2:4][CH2:3][CH2:2]1)([CH3:18])([CH3:17])[CH3:16]. The yield is 0.650. (3) The reactants are [N+:1]([C:4]1[CH:9]=[C:8]([N+:10]([O-])=O)[CH:7]=[CH:6][C:5]=1[S:13][CH2:14][C:15]([OH:17])=O)([O-])=O.O.O.[Sn](Cl)Cl. The catalyst is C(O)C. The product is [NH2:10][C:8]1[CH:7]=[CH:6][C:5]2[S:13][CH2:14][C:15](=[O:17])[NH:1][C:4]=2[CH:9]=1. The yield is 0.520. (4) The reactants are [Br:1][C:2]1[C:6]2[CH:7]=[C:8]([O:11][CH3:12])[CH:9]=[CH:10][C:5]=2[O:4][C:3]=1[CH:13]([NH:20][C:21]1[CH:26]=[CH:25][C:24]([C:27]([NH:29][CH2:30][CH2:31][C:32]([O:34]CC)=[O:33])=[O:28])=[CH:23][CH:22]=1)[CH:14]1[CH2:19][CH2:18][CH2:17][CH2:16][CH2:15]1.O1CCCC1.[OH-].[Na+]. The catalyst is C(O)C. The product is [Br:1][C:2]1[C:6]2[CH:7]=[C:8]([O:11][CH3:12])[CH:9]=[CH:10][C:5]=2[O:4][C:3]=1[CH:13]([NH:20][C:21]1[CH:22]=[CH:23][C:24]([C:27]([NH:29][CH2:30][CH2:31][C:32]([OH:34])=[O:33])=[O:28])=[CH:25][CH:26]=1)[CH:14]1[CH2:19][CH2:18][CH2:17][CH2:16][CH2:15]1. The yield is 0.910. (5) The reactants are [Cl:1][C:2]1[CH:27]=[C:26]([C:28]([F:31])([F:30])[F:29])[CH:25]=[CH:24][C:3]=1[CH2:4][N:5]1[C:9](/[CH:10]=[CH:11]/[C:12]([O:14]CC)=[O:13])=[CH:8][C:7]([O:17][CH2:18][C:19]2([CH3:23])[CH2:22][O:21][CH2:20]2)=[N:6]1.[OH-].[Na+].O1CCCC1. The catalyst is C(O)C. The product is [Cl:1][C:2]1[CH:27]=[C:26]([C:28]([F:29])([F:31])[F:30])[CH:25]=[CH:24][C:3]=1[CH2:4][N:5]1[C:9](/[CH:10]=[CH:11]/[C:12]([OH:14])=[O:13])=[CH:8][C:7]([O:17][CH2:18][C:19]2([CH3:23])[CH2:20][O:21][CH2:22]2)=[N:6]1. The yield is 0.820. (6) The reactants are [CH3:1][O:2][C:3]1[N:8]=[C:7]([CH2:9]C(OC(C)(C)C)=O)[C:6]([N+:17]([O-:19])=[O:18])=[CH:5][C:4]=1[CH3:20].C([O-])([O-])=O.[K+].[K+]. The catalyst is CN(C=O)C. The product is [CH3:1][O:2][C:3]1[C:4]([CH3:20])=[CH:5][C:6]([N+:17]([O-:19])=[O:18])=[C:7]([CH3:9])[N:8]=1. The yield is 0.960.